From a dataset of Peptide-MHC class II binding affinity with 134,281 pairs from IEDB. Regression. Given a peptide amino acid sequence and an MHC pseudo amino acid sequence, predict their binding affinity value. This is MHC class II binding data. (1) The binding affinity (normalized) is 0.503. The peptide sequence is IETALRTLILLMLTN. The MHC is DRB1_0101 with pseudo-sequence DRB1_0101. (2) The peptide sequence is EKKYFAATQFLPLAA. The MHC is DRB1_0101 with pseudo-sequence DRB1_0101. The binding affinity (normalized) is 0.980. (3) The peptide sequence is SKDLELSWNLNGLQAY. The MHC is DRB1_1302 with pseudo-sequence DRB1_1302. The binding affinity (normalized) is 0.700.